Dataset: Forward reaction prediction with 1.9M reactions from USPTO patents (1976-2016). Task: Predict the product of the given reaction. Given the reactants [Cl:1][C:2]1[S:3][C:4]([S:7](Cl)(=[O:9])=[O:8])=[CH:5][N:6]=1.[NH2:11][C:12]([CH3:16])([CH3:15])[CH2:13][OH:14], predict the reaction product. The product is: [OH:14][CH2:13][C:12]([NH:11][S:7]([C:4]1[S:3][C:2]([Cl:1])=[N:6][CH:5]=1)(=[O:9])=[O:8])([CH3:16])[CH3:15].